Dataset: Reaction yield outcomes from USPTO patents with 853,638 reactions. Task: Predict the reaction yield, written as a fraction of the theoretical maximum amount of product (1.0 means a 100% yield; for example, 0.34 means a 34% yield). (1) The reactants are [F:1][C:2]([F:11])([F:10])[C:3]1[CH:9]=[CH:8][C:6]([NH2:7])=[CH:5][CH:4]=1.CO.[I:14]Cl. The catalyst is C(Cl)Cl. The product is [I:14][C:8]1[CH:9]=[C:3]([C:2]([F:10])([F:11])[F:1])[CH:4]=[CH:5][C:6]=1[NH2:7]. The yield is 0.970. (2) The reactants are Cl[CH2:2][C:3]1[CH:4]=[C:5]2[C:10](=[CH:11][CH:12]=1)[N:9]=[CH:8][C:7]([C:13]#[N:14])=[CH:6]2.C[Sn](C)(C)[C:17]1[CH:18]=[C:19]([CH:24]=[CH:25][N:26]=1)[C:20]([O:22][CH3:23])=[O:21]. The catalyst is O1CCOCC1.Cl[Pd](Cl)([P](C1C=CC=CC=1)(C1C=CC=CC=1)C1C=CC=CC=1)[P](C1C=CC=CC=1)(C1C=CC=CC=1)C1C=CC=CC=1. The product is [C:13]([C:7]1[CH:8]=[N:9][C:10]2[C:5]([CH:6]=1)=[CH:4][C:3]([CH2:2][C:17]1[CH:18]=[C:19]([CH:24]=[CH:25][N:26]=1)[C:20]([O:22][CH3:23])=[O:21])=[CH:12][CH:11]=2)#[N:14]. The yield is 0.230. (3) The reactants are [CH2:1]([C:3]1[C:4]2[CH:5]=[CH:6][C:7]([O:26][CH3:27])=[C:8]([O:24][CH3:25])[C:9]=2[CH2:10][NH+:11]2[CH2:20][CH2:19][C:18]3[C:13](=[CH:14][C:15]4[O:23][CH2:22][O:21][C:16]=4[CH:17]=3)[C:12]=12)[CH3:2].[I-].[C:29]([Mg]Br)#[C:30][CH3:31].O1CCCC1. The catalyst is C(OCC)C. The product is [CH2:1]([C:3]1[C:4]2[CH:5]=[CH:6][C:7]([O:26][CH3:27])=[C:8]([O:24][CH3:25])[C:9]=2[CH:10]([C:29]#[C:30][CH3:31])[N:11]2[CH2:20][CH2:19][C:18]3[C:13](=[CH:14][C:15]4[O:23][CH2:22][O:21][C:16]=4[CH:17]=3)[C:12]=12)[CH3:2]. The yield is 0.800. (4) The reactants are [CH2:1]([S:16][CH:17]([CH2:21][CH3:22])[C:18]([OH:20])=[O:19])[CH2:2]/[CH:3]=[CH:4]\[CH2:5]/[CH:6]=[CH:7]\[CH2:8]/[CH:9]=[CH:10]\[CH2:11]/[CH:12]=[CH:13]\[CH2:14][CH3:15].C1C=C(Cl)C=C(C(OO)=[O:31])C=1. The catalyst is C(Cl)(Cl)Cl. The product is [CH2:1]([S:16]([CH:17]([CH2:21][CH3:22])[C:18]([OH:20])=[O:19])=[O:31])[CH2:2]/[CH:3]=[CH:4]\[CH2:5]/[CH:6]=[CH:7]\[CH2:8]/[CH:9]=[CH:10]\[CH2:11]/[CH:12]=[CH:13]\[CH2:14][CH3:15]. The yield is 0.480. (5) The reactants are [F:1][C:2]1[CH:3]=[C:4]([S:8]([C:11]2[CH:20]=[C:19]3[C:14]([CH2:15][CH2:16][C@H:17]([CH2:21][N:22]=[N+]=[N-])[O:18]3)=[CH:13][CH:12]=2)(=[O:10])=[O:9])[CH:5]=[CH:6][CH:7]=1.[H][H]. The catalyst is C1COCC1.[Pd]. The product is [F:1][C:2]1[CH:3]=[C:4]([S:8]([C:11]2[CH:20]=[C:19]3[C:14]([CH2:15][CH2:16][C@H:17]([CH2:21][NH2:22])[O:18]3)=[CH:13][CH:12]=2)(=[O:10])=[O:9])[CH:5]=[CH:6][CH:7]=1. The yield is 0.940. (6) The reactants are [CH3:1][O:2][C:3]1[CH:4]=[C:5]([CH:31]=[CH:32][C:33]=1[O:34][CH3:35])[CH2:6][CH:7]1[C:16]2[C:11](=[CH:12][C:13]([O:19][CH3:20])=[C:14]([O:17][CH3:18])[CH:15]=2)CCC1C1(CC(O)=O)C=CC=CC1.C1CN([P+](ON2N=N[C:55]3[CH:56]=[CH:57][CH:58]=[CH:59][C:54]2=3)(N2CCCC2)N2CCCC2)CC1.F[P-](F)(F)(F)(F)F.[NH2:69][CH:70]1[C:78]2[C:73](=[CH:74][CH:75]=[CH:76][CH:77]=2)[CH2:72][CH2:71]1.[CH:79](N(C(C)C)CC)([CH3:81])[CH3:80].CCO[C:91]([CH3:93])=[O:92]. The catalyst is CN(C=O)C.C(Cl)Cl. The product is [CH3:1][O:2][C:3]1[CH:4]=[C:5]([CH:31]=[CH:32][C:33]=1[O:34][CH3:35])[CH2:6][CH:7]1[C:16]2[C:11](=[CH:12][C:13]([O:19][CH3:20])=[C:14]([O:17][CH3:18])[CH:15]=2)[CH2:81][CH2:79][CH:80]1[CH:93]([C:54]1[CH:55]=[CH:56][CH:57]=[CH:58][CH:59]=1)[C:91]([NH:69][CH:70]1[C:78]2[C:73](=[CH:74][CH:75]=[CH:76][CH:77]=2)[CH2:72][CH2:71]1)=[O:92]. The yield is 0.640. (7) The reactants are [CH2:1]([C:5]1([CH3:29])[C:14]2[C:9](=[CH:10][CH:11]=[CH:12][CH:13]=2)[C:8]([OH:15])=[C:7]([C:16]2[NH:21][C:20]3[CH:22]=[CH:23][CH:24]=[CH:25][C:19]=3[S:18](=[O:27])(=[O:26])[N:17]=2)[C:6]1=[O:28])[CH2:2][CH2:3][CH3:4].[OH-].[Na+:31]. The catalyst is O. The product is [CH2:1]([C:5]1([CH3:29])[C:14]2[C:9](=[CH:10][CH:11]=[CH:12][CH:13]=2)[C:8]([O-:15])=[C:7]([C:16]2[NH:21][C:20]3[CH:22]=[CH:23][CH:24]=[CH:25][C:19]=3[S:18](=[O:26])(=[O:27])[N:17]=2)[C:6]1=[O:28])[CH2:2][CH2:3][CH3:4].[Na+:31]. The yield is 0.990. (8) The reactants are [C:1]1([S:7](Cl)(=[O:9])=[O:8])[CH:6]=[CH:5][CH:4]=[CH:3][CH:2]=1.[NH:11]1[CH2:15][CH2:14][CH2:13][CH2:12]1. The catalyst is CC(C)=O. The product is [C:1]1([S:7]([N:11]2[CH2:15][CH2:14][CH2:13][CH2:12]2)(=[O:9])=[O:8])[CH:6]=[CH:5][CH:4]=[CH:3][CH:2]=1. The yield is 0.860.